This data is from Full USPTO retrosynthesis dataset with 1.9M reactions from patents (1976-2016). The task is: Predict the reactants needed to synthesize the given product. (1) Given the product [Br:15][C:7]1[CH:8]=[CH:9][C:4]([O:3][C:2]([F:10])([F:11])[F:1])=[CH:5][CH:6]=1, predict the reactants needed to synthesize it. The reactants are: [F:1][C:2]([F:11])([F:10])[O:3][C:4]1[CH:9]=[CH:8][CH:7]=[CH:6][CH:5]=1.ClCCl.[Br:15]Br. (2) Given the product [CH2:20]([C:5]1[CH:6]=[CH:7][CH:8]=[C:3]([CH2:1][CH3:2])[C:4]=1/[CH:11]=[N:12]/[CH:13]([CH:14]([CH3:15])[CH3:16])[CH:17]([CH3:19])[CH3:18])[CH2:21][CH2:22][CH3:23], predict the reactants needed to synthesize it. The reactants are: [CH2:1]([C:3]1[CH:8]=[CH:7][CH:6]=[C:5](OC)[C:4]=1/[CH:11]=[N:12]/[CH:13]([CH:17]([CH3:19])[CH3:18])[CH:14]([CH3:16])[CH3:15])[CH3:2].[CH2:20]([Li])[CH2:21][CH2:22][CH3:23]. (3) Given the product [C:1]1([C:7]2([NH:10][S:19]([C:12]3[C:13]([CH3:18])=[CH:14][C:15]([CH3:17])=[CH:16][C:11]=3[CH3:23])(=[O:21])=[O:20])[CH2:9][CH2:8]2)[CH:6]=[CH:5][CH:4]=[CH:3][CH:2]=1, predict the reactants needed to synthesize it. The reactants are: [C:1]1([C:7]2([NH2:10])[CH2:9][CH2:8]2)[CH:6]=[CH:5][CH:4]=[CH:3][CH:2]=1.[C:11]1([CH3:23])[CH:16]=[C:15]([CH3:17])[CH:14]=[C:13]([CH3:18])[C:12]=1[S:19](Cl)(=[O:21])=[O:20].